Dataset: Full USPTO retrosynthesis dataset with 1.9M reactions from patents (1976-2016). Task: Predict the reactants needed to synthesize the given product. (1) Given the product [F:39][C:38]([F:41])([F:40])[C:36]([OH:42])=[O:37].[C:30]1([C:16]2[CH:15]=[C:14]([CH:11]3[CH2:10][CH2:9][NH:8][CH2:13][CH2:12]3)[CH:19]=[CH:18][C:17]=2[NH:20][C:21]([C:23]2[NH:24][CH:25]=[C:26]([C:28]#[N:29])[CH:27]=2)=[O:22])[CH2:35][CH2:34][CH2:33][CH2:32][CH:31]=1, predict the reactants needed to synthesize it. The reactants are: C(OC([N:8]1[CH2:13][CH2:12][CH:11]([C:14]2[CH:19]=[CH:18][C:17]([NH:20][C:21]([C:23]3[NH:24][CH:25]=[C:26]([C:28]#[N:29])[CH:27]=3)=[O:22])=[C:16]([C:30]3[CH2:35][CH2:34][CH2:33][CH2:32][CH:31]=3)[CH:15]=2)[CH2:10][CH2:9]1)=O)(C)(C)C.[C:36]([OH:42])([C:38]([F:41])([F:40])[F:39])=[O:37].CO. (2) Given the product [CH3:8][C:7]1[C:2]([C:23]2[CH:24]=[CH:25][C:20]([C:10]3[C:19]4[C:14](=[CH:15][CH:16]=[CH:17][CH:18]=4)[CH:13]=[CH:12][CH:11]=3)=[CH:21][CH:22]=2)=[N:3][CH:4]=[C:5]([CH3:9])[N:6]=1, predict the reactants needed to synthesize it. The reactants are: Cl[C:2]1[C:7]([CH3:8])=[N:6][C:5]([CH3:9])=[CH:4][N:3]=1.[C:10]1([C:20]2[CH:25]=[CH:24][C:23](B(O)O)=[CH:22][CH:21]=2)[C:19]2[C:14](=[CH:15][CH:16]=[CH:17][CH:18]=2)[CH:13]=[CH:12][CH:11]=1.C(=O)([O-])[O-].[Na+].[Na+].